From a dataset of Forward reaction prediction with 1.9M reactions from USPTO patents (1976-2016). Predict the product of the given reaction. (1) Given the reactants [CH2:1]([N:8]([CH2:16][C:17]1[CH:22]=[CH:21][CH:20]=[CH:19][CH:18]=1)[CH2:9][CH2:10][C:11]([O:13]CC)=O)[C:2]1[CH:7]=[CH:6][CH:5]=[CH:4][CH:3]=1.[CH2:23]([Mg]Br)[CH3:24].[NH4+].[Cl-], predict the reaction product. The product is: [CH2:16]([N:8]([CH2:1][C:2]1[CH:3]=[CH:4][CH:5]=[CH:6][CH:7]=1)[CH2:9][CH2:10][C:11]1([OH:13])[CH2:24][CH2:23]1)[C:17]1[CH:18]=[CH:19][CH:20]=[CH:21][CH:22]=1. (2) Given the reactants [Cl:1][C:2]1[CH:3]=[C:4]([C@@H:8]([NH2:10])[CH3:9])[CH:5]=[CH:6][CH:7]=1.C([O:15][C:16]([C:18]1[CH:23]=[CH:22][CH:21]=[CH:20][C:19]=1[C:24]1[CH:29]=[CH:28][C:27]([CH2:30][N:31]2[C:39]3[C:34](=[CH:35][C:36]([C:40](O)=[O:41])=[CH:37][CH:38]=3)[C:33]([CH3:43])=[C:32]2[CH3:44])=[CH:26][CH:25]=1)=[O:17])(C)(C)C, predict the reaction product. The product is: [Cl:1][C:2]1[CH:3]=[C:4]([C@@H:8]([NH:10][C:40]([C:36]2[CH:35]=[C:34]3[C:39](=[CH:38][CH:37]=2)[N:31]([CH2:30][C:27]2[CH:26]=[CH:25][C:24]([C:19]4[C:18]([C:16]([OH:17])=[O:15])=[CH:23][CH:22]=[CH:21][CH:20]=4)=[CH:29][CH:28]=2)[C:32]([CH3:44])=[C:33]3[CH3:43])=[O:41])[CH3:9])[CH:5]=[CH:6][CH:7]=1.